The task is: Predict the product of the given reaction.. This data is from Forward reaction prediction with 1.9M reactions from USPTO patents (1976-2016). Given the reactants [Cl:1][C:2]1[CH:10]=[CH:9][C:5]([C:6](Cl)=O)=[CH:4][N:3]=1.[Cl:11][C:12]1[CH:17]=[CH:16][CH:15]=[C:14]([NH2:18])[C:13]=1[NH:19][CH2:20][CH2:21][CH3:22], predict the reaction product. The product is: [Cl:11][C:12]1[C:13]2[N:19]([CH2:20][CH2:21][CH3:22])[C:6]([C:5]3[CH:4]=[N:3][C:2]([Cl:1])=[CH:10][CH:9]=3)=[N:18][C:14]=2[CH:15]=[CH:16][CH:17]=1.